Dataset: Catalyst prediction with 721,799 reactions and 888 catalyst types from USPTO. Task: Predict which catalyst facilitates the given reaction. Product: [NH:1]1[C:14]2[CH:13]=[CH:12][CH:11]=[CH:10][C:9]=2[CH2:8][CH2:7][CH2:6][C:5]1=[O:15]. The catalyst class is: 501. Reactant: [N-:1]=[N+]=[N-].[Na+].[C:5]1(=[O:15])[C:14]2[C:9](=[CH:10][CH:11]=[CH:12][CH:13]=2)[CH:8]=[CH:7][CH2:6]1.[OH-].[Na+].